Task: Predict the reactants needed to synthesize the given product.. Dataset: Full USPTO retrosynthesis dataset with 1.9M reactions from patents (1976-2016) Given the product [CH3:24][C:23]1[CH:22]=[CH:21][C:19]([NH:20][C:6](=[O:7])[C:5]2[CH:9]=[CH:10][CH:11]=[C:3]([C:2]([F:13])([F:12])[F:1])[CH:4]=2)=[CH:18][C:17]=1[N+:14]([O-:16])=[O:15], predict the reactants needed to synthesize it. The reactants are: [F:1][C:2]([F:13])([F:12])[C:3]1[CH:4]=[C:5]([CH:9]=[CH:10][CH:11]=1)[C:6](Cl)=[O:7].[N+:14]([C:17]1[CH:18]=[C:19]([CH:21]=[CH:22][C:23]=1[CH3:24])[NH2:20])([O-:16])=[O:15].